From a dataset of Catalyst prediction with 721,799 reactions and 888 catalyst types from USPTO. Predict which catalyst facilitates the given reaction. (1) Reactant: O=P12OP3(OP(OP(O3)(O1)=O)(=O)O2)=O.[CH3:15][O:16][CH2:17][O:18][CH3:19].[Br:20][C:21]1[CH:22]=[C:23]([CH2:28][C:29]([CH3:31])=[O:30])[CH:24]=[CH:25]C=1O. Product: [Br:20][C:21]1[CH:22]=[C:23]([CH2:28][C:29]([CH3:31])=[O:30])[CH:24]=[CH:25][C:15]=1[O:16][CH2:17][O:18][CH3:19]. The catalyst class is: 11. (2) Reactant: [NH:1]([CH2:8][C:9]([O:11][CH2:12][CH3:13])=[O:10])[CH2:2][C:3]([O:5][CH2:6][CH3:7])=[O:4].C(=O)([O-])O.[Na+].CN(C)C=O.[CH2:24](Br)[C:25]1[CH:30]=[CH:29][CH:28]=[CH:27][CH:26]=1. Product: [CH2:24]([N:1]([CH2:2][C:3]([O:5][CH2:6][CH3:7])=[O:4])[CH2:8][C:9]([O:11][CH2:12][CH3:13])=[O:10])[C:25]1[CH:30]=[CH:29][CH:28]=[CH:27][CH:26]=1. The catalyst class is: 6. (3) The catalyst class is: 4. Reactant: CN(C)S([N:6]1[C:14]([C:15]2[CH:16]=[N:17][CH:18]=[N:19][CH:20]=2)=[C:13]2[C:8]([C@@:9]3([C:30]4[CH:35]=[CH:34][CH:33]=[CH:32][CH:31]=4)[CH2:28][CH2:27][C:22]4(OCC[O:23]4)[C@@H:21]([CH3:29])[C@@H:10]3[CH2:11][CH2:12]2)=[N:7]1)(=O)=O.FC(F)(F)C(O)=O. Product: [CH3:29][C@H:21]1[C@@H:10]2[CH2:11][CH2:12][C:13]3[C:8]([C@@:9]2([C:30]2[CH:31]=[CH:32][CH:33]=[CH:34][CH:35]=2)[CH2:28][CH2:27][C:22]1=[O:23])=[N:7][NH:6][C:14]=3[C:15]1[CH:16]=[N:17][CH:18]=[N:19][CH:20]=1. (4) Reactant: [NH2:1][C:2]1[CH:10]=[CH:9][C:5]([C:6](=[S:8])[NH2:7])=[CH:4][C:3]=1[N+:11]([O-:13])=[O:12].Cl[CH2:15][CH:16]=O. Product: [N+:11]([C:3]1[CH:4]=[C:5]([C:6]2[S:8][CH:15]=[CH:16][N:7]=2)[CH:9]=[CH:10][C:2]=1[NH2:1])([O-:13])=[O:12]. The catalyst class is: 8. (5) Reactant: [C:1]([O:5][C:6]([NH:8][C@@H:9]1[CH2:14][CH2:13][C@H:12]([C:15]([OH:17])=O)[CH2:11][CH2:10]1)=[O:7])([CH3:4])([CH3:3])[CH3:2].Cl.[C:19]1([CH2:25][CH2:26][CH2:27][CH:28]([NH2:38])[CH2:29][CH2:30][CH2:31][C:32]2[CH:37]=[CH:36][CH:35]=[CH:34][CH:33]=2)[CH:24]=[CH:23][CH:22]=[CH:21][CH:20]=1.C(N(CC)C(C)C)(C)C.C1CN([P+](ON2N=NC3C=CC=CC2=3)(N2CCCC2)N2CCCC2)CC1.F[P-](F)(F)(F)(F)F. Product: [C:32]1([CH2:31][CH2:30][CH2:29][CH:28]([NH:38][C:15]([C@H:12]2[CH2:11][CH2:10][C@@H:9]([NH:8][C:6]([O:5][C:1]([CH3:2])([CH3:3])[CH3:4])=[O:7])[CH2:14][CH2:13]2)=[O:17])[CH2:27][CH2:26][CH2:25][C:19]2[CH:20]=[CH:21][CH:22]=[CH:23][CH:24]=2)[CH:37]=[CH:36][CH:35]=[CH:34][CH:33]=1. The catalyst class is: 2. (6) Reactant: C(OC([NH:8][C:9]1([CH3:17])[C:13]2([CH2:15][CH2:14]2)[C:12](=[O:16])[NH:11][CH2:10]1)=O)(C)(C)C.C(O[K])(C)(C)C.[CH2:24](Cl)[C:25]1[CH:30]=[CH:29][CH:28]=[CH:27][CH:26]=1.O. Product: [NH2:8][C:9]1([CH3:17])[C:13]2([CH2:14][CH2:15]2)[C:12](=[O:16])[N:11]([CH2:24][C:25]2[CH:30]=[CH:29][CH:28]=[CH:27][CH:26]=2)[CH2:10]1. The catalyst class is: 44. (7) Reactant: [Br:1][C:2]1[N:6]2[CH:7]=[C:8]([CH2:11][OH:12])[CH:9]=[CH:10][C:5]2=[N:4][CH:3]=1. Product: [Br:1][C:2]1[N:6]2[CH:7]=[C:8]([CH:11]=[O:12])[CH:9]=[CH:10][C:5]2=[N:4][CH:3]=1. The catalyst class is: 703. (8) Reactant: [OH:1][CH:2]1[CH2:5][O:4][CH2:3]1.CC(C)([O-])C.[K+].F[C:13]1[CH:20]=[CH:19][C:18]([N+:21]([O-:23])=[O:22])=[CH:17][C:14]=1[C:15]#[N:16]. Product: [N+:21]([C:18]1[CH:19]=[CH:20][C:13]([O:1][CH:2]2[CH2:5][O:4][CH2:3]2)=[C:14]([CH:17]=1)[C:15]#[N:16])([O-:23])=[O:22]. The catalyst class is: 1.